This data is from Full USPTO retrosynthesis dataset with 1.9M reactions from patents (1976-2016). The task is: Predict the reactants needed to synthesize the given product. (1) Given the product [C:1]([O:5][C:6]([N:8]1[CH2:13][CH2:12][CH:11]([N:14]([CH2:15][C:16]2[CH:21]=[C:20]([C:22]3[CH:27]=[CH:26][N:25]=[C:24]([Cl:28])[N:23]=3)[CH:19]=[CH:18][C:17]=2[F:29])[S:31]([CH3:30])(=[O:33])=[O:32])[CH2:10][CH2:9]1)=[O:7])([CH3:4])([CH3:2])[CH3:3], predict the reactants needed to synthesize it. The reactants are: [C:1]([O:5][C:6]([N:8]1[CH2:13][CH2:12][CH:11]([NH:14][CH2:15][C:16]2[CH:21]=[C:20]([C:22]3[CH:27]=[CH:26][N:25]=[C:24]([Cl:28])[N:23]=3)[CH:19]=[CH:18][C:17]=2[F:29])[CH2:10][CH2:9]1)=[O:7])([CH3:4])([CH3:3])[CH3:2].[CH3:30][S:31](Cl)(=[O:33])=[O:32]. (2) Given the product [Cl:25][C:15]1[CH:14]=[C:13]([C:12]2[O:26][C:9]([C@@:8]([NH:29][C:30](=[O:36])[O:31][C:32]([CH3:33])([CH3:35])[CH3:34])([CH3:28])[CH2:1][C:2]3[CH:7]=[CH:6][CH:5]=[CH:4][CH:3]=3)=[CH:10][N:11]=2)[CH:18]=[C:17]([N:19]([CH3:24])[S:20]([CH3:23])(=[O:21])=[O:22])[N:16]=1, predict the reactants needed to synthesize it. The reactants are: [CH2:1]([C@:8]([NH:29][C:30](=[O:36])[O:31][C:32]([CH3:35])([CH3:34])[CH3:33])([CH3:28])[C:9](=O)[CH2:10][NH:11][C:12](=[O:26])[C:13]1[CH:18]=[C:17]([N:19]([CH3:24])[S:20]([CH3:23])(=[O:22])=[O:21])[N:16]=[C:15]([Cl:25])[CH:14]=1)[C:2]1[CH:7]=[CH:6][CH:5]=[CH:4][CH:3]=1.CC[N+](S(N=C(OC)[O-])(=O)=O)(CC)CC. (3) Given the product [CH3:24][NH:25][C:5](=[O:7])[C:4]1[CH:9]=[CH:10][C:11]([N:12]([CH3:23])[C:13]2[N:18]=[CH:17][C:16]3[N:19]=[CH:20][N:21]([CH3:22])[C:15]=3[CH:14]=2)=[C:2]([CH3:1])[CH:3]=1, predict the reactants needed to synthesize it. The reactants are: [CH3:1][C:2]1[CH:3]=[C:4]([CH:9]=[CH:10][C:11]=1[N:12]([CH3:23])[C:13]1[N:18]=[CH:17][C:16]2[N:19]=[CH:20][N:21]([CH3:22])[C:15]=2[CH:14]=1)[C:5]([O:7]C)=O.[CH3:24][NH2:25].